Dataset: Peptide-MHC class II binding affinity with 134,281 pairs from IEDB. Task: Regression. Given a peptide amino acid sequence and an MHC pseudo amino acid sequence, predict their binding affinity value. This is MHC class II binding data. (1) The binding affinity (normalized) is 0.204. The MHC is DRB1_1101 with pseudo-sequence DRB1_1101. The peptide sequence is EWATPFPHRKGVLFN. (2) The peptide sequence is LNYMSPHHKKLAQAV. The MHC is HLA-DQA10102-DQB10501 with pseudo-sequence HLA-DQA10102-DQB10501. The binding affinity (normalized) is 0.438.